This data is from CYP2D6 inhibition data for predicting drug metabolism from PubChem BioAssay. The task is: Regression/Classification. Given a drug SMILES string, predict its absorption, distribution, metabolism, or excretion properties. Task type varies by dataset: regression for continuous measurements (e.g., permeability, clearance, half-life) or binary classification for categorical outcomes (e.g., BBB penetration, CYP inhibition). Dataset: cyp2d6_veith. (1) The drug is CC(=O)OC[C@@H]1O[C@@H](O/N=C2/C[C@@H](O)[C@@H](O)[C@H]3[C@@H]2CC[C@@H]2C(=O)N(C(C)(C)C)C(=O)[C@H]23)[C@H](OC(C)=O)[C@H](OC(C)=O)[C@@H]1OC(C)=O. The result is 0 (non-inhibitor). (2) The molecule is COc1ccc2nc3c(c([Si](C)(C)C(C)(C)C)c2c1)Cn1c-3cccc1=O. The result is 1 (inhibitor). (3) The molecule is Cl.c1csc(CNCCCN2CCOCC2)c1. The result is 0 (non-inhibitor). (4) The compound is CCCCCCCCCCCCCCCC(=O)NC(C)C. The result is 0 (non-inhibitor). (5) The compound is OC[C@H](S)CS. The result is 0 (non-inhibitor). (6) The molecule is Cc1ccc(COc2ccc(Br)cc2/C=N/O)cc1. The result is 1 (inhibitor). (7) The drug is NC(=O)c1ccccc1NC(=O)/C=C/c1cccc(Cl)c1. The result is 0 (non-inhibitor).